This data is from Full USPTO retrosynthesis dataset with 1.9M reactions from patents (1976-2016). The task is: Predict the reactants needed to synthesize the given product. (1) The reactants are: Cl.[NH2:2][C:3](=[NH:22])[CH2:4][C:5]1[CH:10]=[CH:9][C:8]([CH2:11][CH2:12][C:13]2[N:14]=[C:15]([NH:18][C:19](=[O:21])[CH3:20])[S:16][CH:17]=2)=[CH:7][CH:6]=1. Given the product [NH2:22][C:3](=[NH:2])[CH2:4][C:5]1[CH:10]=[CH:9][C:8]([CH2:11][CH2:12][C:13]2[N:14]=[C:15]([NH:18][C:19](=[O:21])[CH3:20])[S:16][CH:17]=2)=[CH:7][CH:6]=1, predict the reactants needed to synthesize it. (2) Given the product [CH3:1][N:2]1[C:7]2[N:8]=[C:9]([NH:34][CH:35]3[CH2:40][CH2:39][O:38][CH2:37][CH2:36]3)[N:10]=[CH:11][C:6]=2[CH:5]=[C:4]([C:14]2[CH:19]=[C:18]([C:20]3[O:24][N:23]=[C:22]([CH3:25])[CH:21]=3)[CH:17]=[CH:16][C:15]=2[CH3:26])[C:3]1=[O:27], predict the reactants needed to synthesize it. The reactants are: [CH3:1][N:2]1[C:7]2[N:8]=[C:9](SC)[N:10]=[CH:11][C:6]=2[CH:5]=[C:4]([C:14]2[CH:19]=[C:18]([C:20]3[O:24][N:23]=[C:22]([CH3:25])[CH:21]=3)[CH:17]=[CH:16][C:15]=2[CH3:26])[C:3]1=[O:27].OOS([O-])=O.[K+].[NH2:34][CH:35]1[CH2:40][CH2:39][O:38][CH2:37][CH2:36]1. (3) Given the product [CH2:13]([O:10][C:9](=[O:11])[CH:8]([C:5]1[CH:4]=[CH:3][C:2]([OH:1])=[CH:7][CH:6]=1)[CH3:12])[CH3:14], predict the reactants needed to synthesize it. The reactants are: [OH:1][C:2]1[CH:7]=[CH:6][C:5]([CH:8]([CH3:12])[C:9]([OH:11])=[O:10])=[CH:4][CH:3]=1.[CH3:13][CH2:14]O. (4) Given the product [Cl:8][C:9]1[C:10]([CH2:16][N:17]([CH2:28][C:24]2[N:23]([C:19]3[S:18][CH:2]=[CH:3][N:20]=3)[CH:27]=[CH:26][CH:25]=2)[CH2:28][C:24]2[N:23]([C:19]3[S:18][CH:22]=[CH:21][N:20]=3)[CH:27]=[CH:26][CH:25]=2)=[N:11][CH:12]=[C:13]([Cl:15])[CH:14]=1, predict the reactants needed to synthesize it. The reactants are: F[C:2](F)(F)[C:3]([O-])=O.[Cl:8][C:9]1[C:10]([CH2:16][NH2:17])=[N:11][CH:12]=[C:13]([Cl:15])[CH:14]=1.[S:18]1[CH:22]=[CH:21][N:20]=[C:19]1[N:23]1[CH:27]=[CH:26][CH:25]=[C:24]1[CH:28]=O. (5) Given the product [Br:5][C:6]1[C:11]2[CH:12]=[C:13]([C:15]([CH3:17])([CH3:18])[CH3:16])[O:14][C:10]=2[C:9]([C:19]([OH:21])=[O:20])=[CH:8][C:7]=1[C:23]1[CH:28]=[CH:27][CH:26]=[CH:25][CH:24]=1, predict the reactants needed to synthesize it. The reactants are: CO.[OH-].[K+].[Br:5][C:6]1[C:11]2[CH:12]=[C:13]([C:15]([CH3:18])([CH3:17])[CH3:16])[O:14][C:10]=2[C:9]([C:19]([O:21]C)=[O:20])=[CH:8][C:7]=1[C:23]1[CH:28]=[CH:27][CH:26]=[CH:25][CH:24]=1.